From a dataset of Tox21: 12 toxicity assays (nuclear receptors and stress response pathways). Binary classification across 12 toxicity assays. (1) The molecule is CCCCC/C=C\C/C=C\CCCCCCCC(=O)OC. It tested positive (active) for: NR-AR (Androgen Receptor agonist activity), and SR-HSE (Heat Shock Element response). (2) The drug is CCCCc1nc(Cl)c(CO)n1Cc1ccc(-c2ccccc2-c2nnn[nH]2)cc1. It tested positive (active) for: NR-PPAR-gamma (PPAR-gamma nuclear receptor agonist). (3) The compound is NC(=O)c1ncn([C@@H]2O[C@H](CO)[C@@H](O)[C@H]2O)n1. It tested positive (active) for: SR-p53 (p53 tumor suppressor activation). (4) The compound is Clc1cc(C(Cl)(Cl)Cl)cnc1Cl. It tested positive (active) for: SR-ATAD5 (ATAD5 genotoxicity (DNA damage)).